This data is from Catalyst prediction with 721,799 reactions and 888 catalyst types from USPTO. The task is: Predict which catalyst facilitates the given reaction. Reactant: [CH3:1][Mg]Br.[CH2:4]([C@:11]12[CH2:26][CH2:25][C:24](=[O:27])[CH2:23][C@H:12]1[CH2:13][CH2:14][CH2:15][C:16]1[CH:21]=[C:20]([OH:22])[CH:19]=[CH:18][C:17]=12)[C:5]1[CH:10]=[CH:9][CH:8]=[CH:7][CH:6]=1.[CH2:28]([C@@:35]12[CH2:50][CH2:49][C:48](=[O:51])[CH2:47][C@@H:36]1[CH2:37][CH2:38][CH2:39][C:40]1[CH:45]=[C:44]([OH:46])[CH:43]=[CH:42][C:41]=12)[C:29]1[CH:34]=[CH:33][CH:32]=[CH:31][CH:30]=1.O. Product: [CH2:4]([C@:11]12[CH2:26][CH2:25][C@:24]([CH3:28])([OH:27])[CH2:23][C@H:12]1[CH2:13][CH2:14][CH2:15][C:16]1[CH:21]=[C:20]([OH:22])[CH:19]=[CH:18][C:17]=12)[C:5]1[CH:6]=[CH:7][CH:8]=[CH:9][CH:10]=1.[CH2:28]([C@@:35]12[CH2:50][CH2:49][C@@:48]([CH3:1])([OH:51])[CH2:47][C@@H:36]1[CH2:37][CH2:38][CH2:39][C:40]1[CH:45]=[C:44]([OH:46])[CH:43]=[CH:42][C:41]=12)[C:29]1[CH:30]=[CH:31][CH:32]=[CH:33][CH:34]=1. The catalyst class is: 332.